Predict the reactants needed to synthesize the given product. From a dataset of Full USPTO retrosynthesis dataset with 1.9M reactions from patents (1976-2016). (1) The reactants are: C[O:2][C:3](=O)[C:4]1[CH:9]=[C:8]([F:10])[CH:7]=[C:6]([N+:11]([O-])=O)[C:5]=1[CH2:14][N:15]=[N+]=[N-].C(O)(=O)C. Given the product [NH2:11][C:6]1[CH:7]=[C:8]([F:10])[CH:9]=[C:4]2[C:5]=1[CH2:14][NH:15][C:3]2=[O:2], predict the reactants needed to synthesize it. (2) Given the product [NH2:41][C@@H:16]([CH3:21])[CH2:17][N:13]1[CH:12]=[CH:11][C:10]([C:8]2[CH:7]=[C:6]([F:15])[C:3]([C:4]#[N:5])=[C:2]([F:1])[CH:9]=2)=[N:14]1, predict the reactants needed to synthesize it. The reactants are: [F:1][C:2]1[CH:9]=[C:8]([C:10]2[NH:14][N:13]=[CH:12][CH:11]=2)[CH:7]=[C:6]([F:15])[C:3]=1[C:4]#[N:5].[C:16]1(P(C2C=CC=CC=2)C2C=CC=CC=2)[CH:21]=CC=C[CH:17]=1.CC(OC(/[N:41]=N/C(OC(C)C)=O)=O)C. (3) Given the product [NH2:1][CH:2]([C:10]([OH:12])=[O:11])[CH2:3][CH2:4][CH2:5][NH:6][C:7](=[NH:8])[NH2:9].[Ce:15], predict the reactants needed to synthesize it. The reactants are: [NH2:1][CH:2]([C:10]([OH:12])=[O:11])[CH2:3][CH2:4][CH2:5][NH:6][C:7](=[NH:9])[NH2:8].OO.[Ce:15].N[C@H](C(O)=O)CCCNC(=N)N.[N+]([O-])(O)=O. (4) Given the product [Cl:24][C:15]1[C:16]2[CH2:17][CH2:18][N:9]([C:5]3[CH:4]=[C:3]([C:2]([F:21])([F:20])[F:1])[CH:8]=[CH:7][N:6]=3)[CH2:10][C:11]=2[N:12]=[CH:13][N:14]=1, predict the reactants needed to synthesize it. The reactants are: [F:1][C:2]([F:21])([F:20])[C:3]1[CH:8]=[CH:7][N:6]=[C:5]([N:9]2[CH2:18][CH2:17][C:16]3[C:15](=O)[NH:14][CH:13]=[N:12][C:11]=3[CH2:10]2)[CH:4]=1.P(Cl)(Cl)([Cl:24])=O.CN(C)C1C=CC=CC=1.C(=O)(O)[O-].[Na+].